This data is from Full USPTO retrosynthesis dataset with 1.9M reactions from patents (1976-2016). The task is: Predict the reactants needed to synthesize the given product. (1) Given the product [Cl:1][C:2]1[CH:3]=[C:4]([I:11])[C:5]2[O:10][CH:14]([C:13]([F:12])([F:22])[F:21])[C:15]([C:16]([O:18][CH2:19][CH3:20])=[O:17])=[CH:7][C:6]=2[CH:9]=1, predict the reactants needed to synthesize it. The reactants are: [Cl:1][C:2]1[CH:9]=[C:6]([CH:7]=O)[C:5]([OH:10])=[C:4]([I:11])[CH:3]=1.[F:12][C:13]([F:22])([F:21])/[CH:14]=[CH:15]/[C:16]([O:18][CH2:19][CH3:20])=[O:17].C(N(CC)CC)C.C(OCC)(=O)C. (2) Given the product [F:21][C:20]([F:23])([F:22])[C:17]1[CH:18]=[CH:19][C:14]([O:1][C:2]2[CH:3]=[C:4]3[C:9](=[CH:10][CH:11]=2)[O:8][CH2:7][CH2:6][C:5]3=[O:12])=[N:15][CH:16]=1, predict the reactants needed to synthesize it. The reactants are: [OH:1][C:2]1[CH:3]=[C:4]2[C:9](=[CH:10][CH:11]=1)[O:8][CH2:7][CH2:6][C:5]2=[O:12].Cl[C:14]1[CH:19]=[CH:18][C:17]([C:20]([F:23])([F:22])[F:21])=[CH:16][N:15]=1.C(=O)([O-])[O-].[K+].[K+].O.